From a dataset of Catalyst prediction with 721,799 reactions and 888 catalyst types from USPTO. Predict which catalyst facilitates the given reaction. (1) Reactant: [OH:1][C:2]1[CH:9]=[C:8]([CH3:10])[C:5]([C:6]#[N:7])=[C:4]([CH3:11])[C:3]=1[N+:12]([O-:14])=[O:13].ClCCl.[S:18](O[S:18]([C:21]([F:24])([F:23])[F:22])(=[O:20])=[O:19])([C:21]([F:24])([F:23])[F:22])(=[O:20])=[O:19].N1C=CC=CC=1. Product: [F:22][C:21]([F:24])([F:23])[S:18]([O:1][C:2]1[CH:9]=[C:8]([CH3:10])[C:5]([C:6]#[N:7])=[C:4]([CH3:11])[C:3]=1[N+:12]([O-:14])=[O:13])(=[O:20])=[O:19]. The catalyst class is: 6. (2) Product: [N:1]1([C:19]([O:21][CH2:22][C:23]2[CH:28]=[CH:27][CH:26]=[CH:25][CH:24]=2)=[O:20])[CH:10]2[CH:5]([CH2:6][CH2:7][CH2:8][CH2:9]2)[NH:4][CH2:3][CH2:2]1. Reactant: [NH:1]1[C@@H:10]2[C@@H:5]([CH2:6][CH2:7][CH2:8][CH2:9]2)[NH:4][CH2:3][CH2:2]1.C(N(CC)CC)C.Cl[C:19]([O:21][CH2:22][C:23]1[CH:28]=[CH:27][CH:26]=[CH:25][CH:24]=1)=[O:20]. The catalyst class is: 4. (3) Reactant: FC(F)(F)C(O)=O.[Br:8][C:9]1[CH:10]=[CH:11][C:12]([O:15][C:16]2[CH:21]=[CH:20][CH:19]=[C:18]([CH:22]=[C:23]3[CH2:28][CH2:27][NH:26][CH2:25][CH2:24]3)[CH:17]=2)=[N:13][CH:14]=1.[CH3:29][C:30]1[C:34]([CH3:35])=[C:33]([NH:36][C:37](=O)[O:38]C2C=CC=CC=2)[O:32][N:31]=1.CC1C(C)=C(N)ON=1.C(N(C(C)C)CC)(C)C. The catalyst class is: 10. Product: [Br:8][C:9]1[CH:10]=[CH:11][C:12]([O:15][C:16]2[CH:17]=[C:18]([CH:19]=[CH:20][CH:21]=2)[CH:22]=[C:23]2[CH2:24][CH2:25][N:26]([C:37]([NH:36][C:33]3[O:32][N:31]=[C:30]([CH3:29])[C:34]=3[CH3:35])=[O:38])[CH2:27][CH2:28]2)=[N:13][CH:14]=1. (4) Reactant: [C:1]([C:3]1[N:8]=[CH:7][C:6]([N:9]2[C:16](=[O:17])[C:12]3([CH2:15][CH2:14][CH2:13]3)[N:11]([C:18]3[CH:30]=[CH:29][C:21]([C:22]([NH:24][CH2:25][CH2:26][CH2:27][OH:28])=[O:23])=[C:20]([F:31])[CH:19]=3)[C:10]2=[S:32])=[CH:5][C:4]=1[C:33]([F:36])([F:35])[F:34])#[N:2].C(N(CC)CC)C.[CH3:44][S:45](Cl)(=[O:47])=[O:46].CCOC(C)=O. Product: [CH3:44][S:45]([O:28][CH2:27][CH2:26][CH2:25][NH:24][C:22](=[O:23])[C:21]1[CH:29]=[CH:30][C:18]([N:11]2[C:10](=[S:32])[N:9]([C:6]3[CH:7]=[N:8][C:3]([C:1]#[N:2])=[C:4]([C:33]([F:35])([F:34])[F:36])[CH:5]=3)[C:16](=[O:17])[C:12]32[CH2:13][CH2:14][CH2:15]3)=[CH:19][C:20]=1[F:31])(=[O:47])=[O:46]. The catalyst class is: 220. (5) Reactant: [N+:1]([C:4]1[CH:5]=[C:6]2[C:10](=[CH:11][CH:12]=1)[NH:9][N:8]=[C:7]2[OH:13])([O-:3])=[O:2].[C:14](Cl)(=[O:18])[O:15][CH2:16][CH3:17]. Product: [OH:13][C:7]1[C:6]2[C:10](=[CH:11][CH:12]=[C:4]([N+:1]([O-:3])=[O:2])[CH:5]=2)[N:9]([C:14]([O:15][CH2:16][CH3:17])=[O:18])[N:8]=1. The catalyst class is: 17. (6) Reactant: [CH3:1][O:2][C:3]1[C:8]2[N:9]=[C:10]([NH:12][C:13](=[O:20])[C:14]3[CH:19]=[CH:18][CH:17]=[CH:16][CH:15]=3)[S:11][C:7]=2[C:6]([N:21]2[CH2:26][CH2:25][S:24][CH2:23][CH2:22]2)=[CH:5][CH:4]=1.I([O-])(=O)(=O)=[O:28].[Na+].O.ClCCl. Product: [CH3:1][O:2][C:3]1[C:8]2[N:9]=[C:10]([NH:12][C:13](=[O:20])[C:14]3[CH:19]=[CH:18][CH:17]=[CH:16][CH:15]=3)[S:11][C:7]=2[C:6]([N:21]2[CH2:22][CH2:23][S:24](=[O:28])[CH2:25][CH2:26]2)=[CH:5][CH:4]=1. The catalyst class is: 12. (7) Reactant: [C:1]([O:5][C@@H:6]([C:11]1[C:12]([CH3:42])=[CH:13][C:14]2[N:15]([CH:25]=[C:26]([C:28](=O)[NH:29][CH2:30][C:31](=O)[CH2:32][C:33]3[CH:38]=[CH:37][C:36]([F:39])=[CH:35][CH:34]=3)[N:27]=2)[C:16]=1[N:17]1[CH2:22][CH2:21][C:20]([CH3:24])([CH3:23])[CH2:19][CH2:18]1)[C:7]([O:9]C)=[O:8])([CH3:4])([CH3:3])[CH3:2].COC1C=CC(P2(SP(C3C=CC(OC)=CC=3)(=S)S2)=[S:52])=CC=1.[OH-].[Na+]. Product: [C:1]([O:5][C@@H:6]([C:11]1[C:12]([CH3:42])=[CH:13][C:14]2[N:15]([CH:25]=[C:26]([C:28]3[S:52][C:31]([CH2:32][C:33]4[CH:38]=[CH:37][C:36]([F:39])=[CH:35][CH:34]=4)=[CH:30][N:29]=3)[N:27]=2)[C:16]=1[N:17]1[CH2:22][CH2:21][C:20]([CH3:24])([CH3:23])[CH2:19][CH2:18]1)[C:7]([OH:9])=[O:8])([CH3:4])([CH3:3])[CH3:2]. The catalyst class is: 11. (8) Reactant: [CH3:1][C:2]1[N:3]=[C:4]2[CH:12]=[CH:11][CH:10]=[C:9]3[N:5]2[C:6]=1[C:7](=[O:28])[N:8]3[CH2:13][CH2:14][CH2:15][CH2:16][CH2:17][CH2:18][NH:19][S:20]([CH2:23][C:24]([F:27])([F:26])[F:25])(=[O:22])=[O:21].[ClH:29]. Product: [ClH:29].[CH3:1][C:2]1[N:3]=[C:4]2[CH:12]=[CH:11][CH:10]=[C:9]3[N:5]2[C:6]=1[C:7](=[O:28])[N:8]3[CH2:13][CH2:14][CH2:15][CH2:16][CH2:17][CH2:18][NH:19][S:20]([CH2:23][C:24]([F:26])([F:25])[F:27])(=[O:22])=[O:21]. The catalyst class is: 5. (9) Reactant: I[C:2]1[C:10]2[C:9]([OH:11])=[C:8]([C:12]3[CH:17]=[CH:16][CH:15]=[CH:14][CH:13]=3)[N:7]=[N:6][C:5]=2[N:4]([CH3:18])[N:3]=1.[NH:19]1[CH2:26][CH2:25][CH2:24][C@H:20]1C(O)=O.C([O-])([O-])=O.[K+].[K+]. Product: [CH3:18][N:4]1[C:5]2[N:6]=[N:7][C:8]([C:12]3[CH:17]=[CH:16][CH:15]=[CH:14][CH:13]=3)=[C:9]([OH:11])[C:10]=2[C:2]([N:19]2[CH2:26][CH2:25][CH2:24][CH2:20]2)=[N:3]1. The catalyst class is: 870.